From a dataset of Full USPTO retrosynthesis dataset with 1.9M reactions from patents (1976-2016). Predict the reactants needed to synthesize the given product. (1) Given the product [OH:1][C:2]1[C:3](=[O:17])[NH:4][C:5](=[O:16])[N:6]([CH2:8][CH2:9][CH:10]([CH3:11])[CH3:15])[N:7]=1, predict the reactants needed to synthesize it. The reactants are: [OH:1][C:2]1[C:3](=[O:17])[NH:4][C:5](=[O:16])[N:6]([CH2:8][CH2:9][C:10]2[CH:15]=CC=C[CH:11]=2)[N:7]=1. (2) The reactants are: [CH2:1]([N:5]1[C:14]2[C:9](=[CH:10][CH:11]=[C:12]([C:15]([OH:17])=O)[CH:13]=2)[N:8]([S:18]([CH3:21])(=[O:20])=[O:19])[CH2:7][CH2:6]1)[CH2:2][CH2:3][CH3:4].CN(C(ON1N=NC2C=CC=NC1=2)=[N+](C)C)C.F[P-](F)(F)(F)(F)F.C1C=CC2N(O)N=NC=2C=1.C(N(C(C)C)CC)(C)C.[NH2:65][C@@H:66]([CH2:80][C:81]1[CH:86]=[C:85]([F:87])[CH:84]=[C:83]([F:88])[CH:82]=1)[C@H:67]([OH:79])[CH2:68][NH:69][CH2:70][C:71]1[CH:76]=[CH:75][CH:74]=[C:73]([CH2:77][CH3:78])[CH:72]=1.Cl. Given the product [CH2:1]([N:5]1[C:14]2[C:9](=[CH:10][CH:11]=[C:12]([C:15]([NH:65][C@@H:66]([CH2:80][C:81]3[CH:82]=[C:83]([F:88])[CH:84]=[C:85]([F:87])[CH:86]=3)[C@H:67]([OH:79])[CH2:68][NH:69][CH2:70][C:71]3[CH:76]=[CH:75][CH:74]=[C:73]([CH2:77][CH3:78])[CH:72]=3)=[O:17])[CH:13]=2)[N:8]([S:18]([CH3:21])(=[O:20])=[O:19])[CH2:7][CH2:6]1)[CH2:2][CH2:3][CH3:4], predict the reactants needed to synthesize it. (3) Given the product [CH:1]([NH:5][C:6]1[C:7]([NH2:16])=[CH:8][C:9]([C:12]([F:14])([F:15])[F:13])=[CH:10][CH:11]=1)([CH2:3][CH3:4])[CH3:2], predict the reactants needed to synthesize it. The reactants are: [CH:1]([NH:5][C:6]1[CH:11]=[CH:10][C:9]([C:12]([F:15])([F:14])[F:13])=[CH:8][C:7]=1[N+:16]([O-])=O)([CH2:3][CH3:4])[CH3:2]. (4) The reactants are: [CH:1]1([C:7](=O)[CH2:8][CH2:9][C:10](=O)[CH3:11])[CH2:6][CH2:5][CH2:4][CH2:3][CH2:2]1.Cl.[NH2:15][CH2:16][C:17]([O:19][CH2:20][CH3:21])=[O:18].C(=O)(O)[O-].[Na+]. Given the product [CH:1]1([C:7]2[N:15]([CH2:16][C:17]([O:19][CH2:20][CH3:21])=[O:18])[C:10]([CH3:11])=[CH:9][CH:8]=2)[CH2:6][CH2:5][CH2:4][CH2:3][CH2:2]1, predict the reactants needed to synthesize it. (5) The reactants are: [CH:1]([CH:3]1[CH2:8][CH2:7][N:6]([C:9]([O:11][C:12]([CH3:15])([CH3:14])[CH3:13])=[O:10])[CH2:5][CH2:4]1)=[O:2].[CH3:16]C([O-])(C)C.[K+].CI. Given the product [CH:1]([C:3]1([CH3:16])[CH2:8][CH2:7][N:6]([C:9]([O:11][C:12]([CH3:15])([CH3:14])[CH3:13])=[O:10])[CH2:5][CH2:4]1)=[O:2], predict the reactants needed to synthesize it. (6) Given the product [CH2:1]([C:3]1[CH:18]=[CH:17][C:6]([O:7][C@H:8]([CH3:16])[CH2:9][CH2:10][O:11][C:34]2[CH:35]=[C:36]([CH3:37])[C:31]([CH2:30][CH2:29][C:28]([OH:40])=[O:27])=[C:32]([CH3:39])[CH:33]=2)=[C:5]([O:19][C:20]2[CH:25]=[CH:24][CH:23]=[CH:22][CH:21]=2)[CH:4]=1)[CH3:2], predict the reactants needed to synthesize it. The reactants are: [CH2:1]([C:3]1[CH:18]=[CH:17][C:6]([O:7][C@H:8]([CH3:16])[CH2:9][CH2:10][O:11]S(C)(=O)=O)=[C:5]([O:19][C:20]2[CH:25]=[CH:24][CH:23]=[CH:22][CH:21]=2)[CH:4]=1)[CH3:2].C[O:27][C:28](=[O:40])[CH2:29][CH2:30][C:31]1[C:36]([CH3:37])=[CH:35][C:34](O)=[CH:33][C:32]=1[CH3:39].C(=O)([O-])[O-].[Cs+].[Cs+].[OH-].[Na+]. (7) Given the product [F:1][C:2]([F:13])([F:14])[O:3][C:4]1[CH:5]=[C:6]([CH:10]([OH:12])[CH3:11])[CH:7]=[CH:8][CH:9]=1, predict the reactants needed to synthesize it. The reactants are: [F:1][C:2]([F:14])([F:13])[O:3][C:4]1[CH:5]=[C:6]([C:10](=[O:12])[CH3:11])[CH:7]=[CH:8][CH:9]=1.[H-].[H-].[H-].[H-].[Li+].[Al+3]. (8) The reactants are: [Cl:1][C:2]1[N:7]=[C:6]([CH3:8])[CH:5]=[CH:4][CH:3]=1.[C:9](OC)(=[O:16])[C:10]1[CH:15]=[CH:14][CH:13]=[N:12][CH:11]=1. Given the product [Cl:1][C:2]1[N:7]=[C:6]([CH2:8][C:9]([C:10]2[CH:11]=[N:12][CH:13]=[CH:14][CH:15]=2)=[O:16])[CH:5]=[CH:4][CH:3]=1, predict the reactants needed to synthesize it.